This data is from Reaction yield outcomes from USPTO patents with 853,638 reactions. The task is: Predict the reaction yield, written as a fraction of the theoretical maximum amount of product (1.0 means a 100% yield; for example, 0.34 means a 34% yield). (1) The reactants are [NH2:1][C@@H:2]([C:5]([OH:7])=[O:6])[CH2:3][OH:4].[CH3:8][C:9]([CH3:27])([CH3:26])[C:10]([O:12][CH2:13][CH2:14][O:15][C:16](ON1C(=O)CCC1=O)=[O:17])=[O:11]. No catalyst specified. The product is [CH3:8][C:9]([CH3:27])([CH3:26])[C:10]([O:12][CH2:13][CH2:14][O:15][C:16]([NH:1][C@H:2]([CH2:3][OH:4])[C:5]([OH:7])=[O:6])=[O:17])=[O:11]. The yield is 0.280. (2) No catalyst specified. The product is [F:30][C:31]1[CH:36]=[CH:35][C:34]([C@@H:37]([NH:39][C:12]2[C:9]3[CH2:10][CH2:11][N:5]([C:3](=[O:4])[C:2]([F:29])([F:28])[F:1])[CH2:6][CH2:7][C:8]=3[CH:15]=[CH:14][C:13]=2[C:16]([F:19])([F:17])[F:18])[CH3:38])=[CH:33][CH:32]=1. The yield is 0.650. The reactants are [F:1][C:2]([F:29])([F:28])[C:3]([N:5]1[CH2:11][CH2:10][C:9]2[C:12](OS(C(F)(F)F)(=O)=O)=[C:13]([C:16]([F:19])([F:18])[F:17])[CH:14]=[CH:15][C:8]=2[CH2:7][CH2:6]1)=[O:4].[F:30][C:31]1[CH:36]=[CH:35][C:34]([C@@H:37]([NH2:39])[CH3:38])=[CH:33][CH:32]=1. (3) The reactants are [NH2:1][C:2]1[CH:23]=[CH:22][CH:21]=[CH:20][C:3]=1[CH2:4][NH:5][CH2:6][CH:7]1[CH2:12][CH2:11][N:10]([C:13]([O:15][C:16]([CH3:19])([CH3:18])[CH3:17])=[O:14])[CH2:9][CH2:8]1.[CH2:24](N(CC)CC)C.[OH2:31]. The catalyst is C(#N)C. The product is [O:31]=[C:24]1[N:5]([CH2:6][CH:7]2[CH2:8][CH2:9][N:10]([C:13]([O:15][C:16]([CH3:18])([CH3:19])[CH3:17])=[O:14])[CH2:11][CH2:12]2)[CH2:4][C:3]2[C:2](=[CH:23][CH:22]=[CH:21][CH:20]=2)[NH:1]1. The yield is 0.930. (4) The reactants are CO[C:3]([C@H:5]1[CH2:10][CH2:9][CH2:8][CH2:7][C@H:6]1[N:11]([CH2:32][C:33]1[CH:38]=[CH:37][C:36]([F:39])=[CH:35][CH:34]=1)[C:12](=[O:31])[CH2:13][C:14]1[NH:19][C:18]2[CH:20]=[CH:21][C:22]([NH:24][S:25]([CH3:28])(=[O:27])=[O:26])=[CH:23][C:17]=2[S:16](=[O:30])(=[O:29])[N:15]=1)=[O:4].[O-]CC.[Na+]. The catalyst is C(O)C. The product is [F:39][C:36]1[CH:35]=[CH:34][C:33]([CH2:32][N:11]2[C@H:6]3[C@H:5]([CH2:10][CH2:9][CH2:8][CH2:7]3)[C:3]([OH:4])=[C:13]([C:14]3[NH:19][C:18]4[CH:20]=[CH:21][C:22]([NH:24][S:25]([CH3:28])(=[O:26])=[O:27])=[CH:23][C:17]=4[S:16](=[O:30])(=[O:29])[N:15]=3)[C:12]2=[O:31])=[CH:38][CH:37]=1. The yield is 0.400.